This data is from Reaction yield outcomes from USPTO patents with 853,638 reactions. The task is: Predict the reaction yield, written as a fraction of the theoretical maximum amount of product (1.0 means a 100% yield; for example, 0.34 means a 34% yield). The reactants are Cl[C:2]1[CH:3]=[C:4]([C:9]2[N:13]3[CH:14]=[CH:15][C:16]([C:19]([OH:22])([CH3:21])[CH3:20])=[C:17]([F:18])[C:12]3=[N:11][CH:10]=2)[CH:5]=[CH:6][C:7]=1[F:8].[CH2:23]([O:25][C:26]1[CH:31]=[CH:30][CH:29]=[CH:28][C:27]=1B(O)O)[CH3:24]. No catalyst specified. The product is [CH2:23]([O:25][C:26]1[CH:31]=[CH:30][CH:29]=[CH:28][C:27]=1[C:2]1[CH:3]=[C:4]([C:9]2[N:13]3[CH:14]=[CH:15][C:16]([C:19]([OH:22])([CH3:21])[CH3:20])=[C:17]([F:18])[C:12]3=[N:11][CH:10]=2)[CH:5]=[CH:6][C:7]=1[F:8])[CH3:24]. The yield is 0.0500.